This data is from Reaction yield outcomes from USPTO patents with 853,638 reactions. The task is: Predict the reaction yield, written as a fraction of the theoretical maximum amount of product (1.0 means a 100% yield; for example, 0.34 means a 34% yield). (1) The reactants are [H-].[Al+3].[Li+].[H-].[H-].[H-].[CH2:7]([N:9]([CH3:28])[CH2:10][CH2:11][CH2:12][O:13][C:14]1[CH:19]=[CH:18][C:17]([C:20]2([C:26]#[N:27])[CH2:25][CH2:24][O:23][CH2:22][CH2:21]2)=[CH:16][CH:15]=1)[CH3:8]. The catalyst is O1CCCC1. The product is [NH2:27][CH2:26][C:20]1([C:17]2[CH:18]=[CH:19][C:14]([O:13][CH2:12][CH2:11][CH2:10][N:9]([CH2:7][CH3:8])[CH3:28])=[CH:15][CH:16]=2)[CH2:25][CH2:24][O:23][CH2:22][CH2:21]1. The yield is 0.950. (2) The reactants are [Cl:1][C:2]1[N:7]=[C:6]2[NH:8][C:9](=[O:47])[C@:10]3([C:18]4([CH2:23][CH2:22][C:21]([CH3:25])([CH3:24])[CH2:20][CH2:19]4)[N:17]4[C@@H:12]([C:13](=[O:38])[O:14][C@@H:15]([C:32]5[CH:37]=[CH:36][CH:35]=[CH:34][CH:33]=5)[C@H:16]4[C:26]4[CH:31]=[CH:30][CH:29]=[CH:28][CH:27]=4)[C@@H:11]3[C:39]3[CH:44]=[CH:43][CH:42]=[C:41]([Cl:45])[C:40]=3[F:46])[C:5]2=[CH:4][CH:3]=1.[NH2:48][C@H:49]1[CH2:54][CH2:53][C@H:52]([CH2:55][OH:56])[CH2:51][CH2:50]1. The product is [Cl:1][C:2]1[N:7]=[C:6]2[NH:8][C:9](=[O:47])[C:10]3([C@@H:11]([C:39]4[CH:44]=[CH:43][CH:42]=[C:41]([Cl:45])[C:40]=4[F:46])[C@H:12]([C:13]([NH:48][C@H:49]4[CH2:54][CH2:53][C@H:52]([CH2:55][OH:56])[CH2:51][CH2:50]4)=[O:38])[N:17]([C@H:16]([C:26]4[CH:31]=[CH:30][CH:29]=[CH:28][CH:27]=4)[C@@H:15]([OH:14])[C:32]4[CH:33]=[CH:34][CH:35]=[CH:36][CH:37]=4)[C:18]43[CH2:23][CH2:22][C:21]([CH3:25])([CH3:24])[CH2:20][CH2:19]4)[C:5]2=[CH:4][CH:3]=1. The yield is 0.830. No catalyst specified. (3) The catalyst is C(Cl)Cl. The product is [F:1][C:2]1[C:7]([O:8][CH:21]2[CH2:22][CH2:23][CH2:24][CH2:25][O:20]2)=[CH:6][CH:5]=[C:4]([OH:9])[C:3]=1[C:10](=[O:19])[CH2:11][C:12]1[CH:17]=[CH:16][C:15]([F:18])=[CH:14][CH:13]=1. The reactants are [F:1][C:2]1[C:7]([OH:8])=[CH:6][CH:5]=[C:4]([OH:9])[C:3]=1[C:10](=[O:19])[CH2:11][C:12]1[CH:17]=[CH:16][C:15]([F:18])=[CH:14][CH:13]=1.[O:20]1[CH:25]=[CH:24][CH2:23][CH2:22][CH2:21]1.CC1C=CC(S([O-])(=O)=O)=CC=1.C1C=C[NH+]=CC=1. The yield is 0.820. (4) The reactants are [C:1]1([C:10]2[C:5](=[N:6][CH:7]=[CH:8][CH:9]=2)[CH2:4][O:3]1)=[O:2].[Br:11][C:12]1[CH:13]=[C:14]([OH:18])[CH:15]=[CH:16][CH:17]=1.CO.C[O-].[Na+].CN(C=O)C. The catalyst is C1(C)C(C)=CC=CC=1.C1(C)C=CC=CC=1.O. The product is [Br:11][C:12]1[CH:13]=[C:14]([CH:15]=[CH:16][CH:17]=1)[O:18][CH2:4][C:5]1[N:6]=[CH:7][CH:8]=[CH:9][C:10]=1[C:1]([OH:3])=[O:2]. The yield is 0.490. (5) The reactants are Cl[C:2]1[N:7]=[C:6]([NH:8][CH2:9][CH2:10][N:11]([CH3:13])[CH3:12])[N:5]=[C:4]2[N:14]([C:19]3[C:24]([F:25])=[CH:23][CH:22]=[CH:21][C:20]=3[F:26])[C:15](=[O:18])[NH:16][CH2:17][C:3]=12.O.C(=O)([O-])[O-].[K+].[K+].CC1(C)C(C)(C)OB([C:42]2[CH:43]=[C:44]([CH:48]=[CH:49][CH:50]=2)[C:45]([OH:47])=[O:46])O1. The catalyst is O1CCOCC1.C1C=CC([P]([Pd]([P](C2C=CC=CC=2)(C2C=CC=CC=2)C2C=CC=CC=2)([P](C2C=CC=CC=2)(C2C=CC=CC=2)C2C=CC=CC=2)[P](C2C=CC=CC=2)(C2C=CC=CC=2)C2C=CC=CC=2)(C2C=CC=CC=2)C2C=CC=CC=2)=CC=1. The product is [F:26][C:20]1[CH:21]=[CH:22][CH:23]=[C:24]([F:25])[C:19]=1[N:14]1[C:4]2[N:5]=[C:6]([NH:8][CH2:9][CH2:10][N:11]([CH3:13])[CH3:12])[N:7]=[C:2]([C:42]3[CH:43]=[C:44]([CH:48]=[CH:49][CH:50]=3)[C:45]([OH:47])=[O:46])[C:3]=2[CH2:17][NH:16][C:15]1=[O:18]. The yield is 0.980. (6) The product is [Br:1][C:2]1[CH:7]=[CH:6][CH:5]=[CH:4][C:3]=1[O:8][CH2:10][CH3:11]. The catalyst is CC(C)=O. The reactants are [Br:1][C:2]1[CH:7]=[CH:6][CH:5]=[CH:4][C:3]=1[OH:8].I[CH2:10][CH3:11].C(=O)([O-])[O-].[K+].[K+]. The yield is 0.950. (7) The reactants are [CH2:1]([NH:8][C:9](=[O:24])[C@H:10]([NH:13][C:14]([O:16][CH2:17][C:18]1[CH:23]=[CH:22][CH:21]=[CH:20][CH:19]=1)=[O:15])[CH2:11][OH:12])[C:2]1[CH:7]=[CH:6][CH:5]=[CH:4][CH:3]=1.S(OC)(O[CH3:29])(=O)=O.[OH-].[Na+]. The catalyst is CC(C)=O. The product is [CH2:1]([NH:8][C:9](=[O:24])[C@H:10]([NH:13][C:14]([O:16][CH2:17][C:18]1[CH:19]=[CH:20][CH:21]=[CH:22][CH:23]=1)=[O:15])[CH2:11][O:12][CH3:29])[C:2]1[CH:7]=[CH:6][CH:5]=[CH:4][CH:3]=1. The yield is 0.770. (8) The reactants are [O:1]=[C:2]1[C:7]([CH2:8][C:9]2[CH:14]=[CH:13][C:12]([C:15]3[C:16]([C:21]#[N:22])=[CH:17][CH:18]=[CH:19][CH:20]=3)=[CH:11][CH:10]=2)=[C:6]([CH2:23][CH2:24][CH3:25])[N:5]2[N:26]=[CH:27][N:28]=[C:4]2[N:3]1[CH:29]1[CH2:37][CH2:36][C:35]2[NH:34][N:33]=[CH:32][C:31]=2[CH2:30]1.[H-].[Na+].CN(C)C(=O)C.[CH3:46][C:47]1([CH3:50])[CH2:49][O:48]1. The catalyst is O.C(OCC)(=O)C. The product is [OH:48][C:47]([CH3:50])([CH3:49])[CH2:46][N:34]1[C:35]2[CH2:36][CH2:37][CH:29]([N:3]3[C:2](=[O:1])[C:7]([CH2:8][C:9]4[CH:10]=[CH:11][C:12]([C:15]5[C:16]([C:21]#[N:22])=[CH:17][CH:18]=[CH:19][CH:20]=5)=[CH:13][CH:14]=4)=[C:6]([CH2:23][CH2:24][CH3:25])[N:5]4[N:26]=[CH:27][N:28]=[C:4]34)[CH2:30][C:31]=2[CH:32]=[N:33]1. The yield is 0.0800. (9) The reactants are [C:14]1(P([C:14]2[CH:19]=[CH:18][CH:17]=[CH:16][CH:15]=2)[C:14]2[CH:19]=[CH:18][CH:17]=[CH:16][CH:15]=2)[CH:19]=[CH:18][CH:17]=[CH:16][CH:15]=1.[C:20]([O:24][C:25]([NH:27][CH2:28][CH2:29][C:30](O)=[O:31])=[O:26])([CH3:23])([CH3:22])[CH3:21].C1(B(O)O)C=CC=CC=1.O.CC(C)(C)C(OC(=O)C(C)(C)C)=O. The catalyst is O1CCCC1.C([O-])(=O)C.[Pd+2].C([O-])(=O)C. The product is [C:20]([O:24][C:25](=[O:26])[NH:27][CH2:28][CH2:29][C:30](=[O:31])[C:14]1[CH:15]=[CH:16][CH:17]=[CH:18][CH:19]=1)([CH3:23])([CH3:21])[CH3:22]. The yield is 0.680.